Task: Predict which catalyst facilitates the given reaction.. Dataset: Catalyst prediction with 721,799 reactions and 888 catalyst types from USPTO (1) Reactant: [NH2:1][C:2]1[N:10]=[C:9]([CH2:11][O:12][CH3:13])[CH:8]=[CH:7][C:3]=1[C:4]([OH:6])=O.[F:14][C:15]([F:33])([F:32])[O:16][C:17]1[CH:22]=[CH:21][C:20]([O:23][C:24]2[CH:31]=[CH:30][C:27]([CH2:28][NH2:29])=[CH:26][CH:25]=2)=[CH:19][CH:18]=1.CN([P+](ON1N=NC2C=CC=CC1=2)(N(C)C)N(C)C)C.F[P-](F)(F)(F)(F)F.C(=O)(O)[O-].[Na+]. Product: [F:14][C:15]([F:32])([F:33])[O:16][C:17]1[CH:18]=[CH:19][C:20]([O:23][C:24]2[CH:31]=[CH:30][C:27]([CH2:28][NH:29][C:4](=[O:6])[C:3]3[CH:7]=[CH:8][C:9]([CH2:11][O:12][CH3:13])=[N:10][C:2]=3[NH2:1])=[CH:26][CH:25]=2)=[CH:21][CH:22]=1. The catalyst class is: 338. (2) Reactant: [CH3:1][N:2]1[CH2:6][CH2:5][C:4]2([CH2:11][CH2:10][N:9](C(OC(C)(C)C)=O)[CH2:8][CH2:7]2)[C:3]1=[O:19].C(O)(C(F)(F)F)=O. Product: [CH3:1][N:2]1[CH2:6][CH2:5][C:4]2([CH2:11][CH2:10][NH:9][CH2:8][CH2:7]2)[C:3]1=[O:19]. The catalyst class is: 2. (3) Reactant: [NH2:1][C:2]1[CH:11]=[C:10]2[C:5]([CH2:6][CH2:7][CH:8]([N:12]([CH2:24][CH2:25][CH2:26][N:27]3[CH2:32][CH2:31][N:30]([CH3:33])[CH2:29][CH2:28]3)[C:13]([NH:15][C:16]3[CH:21]=[CH:20][C:19]([F:22])=[C:18]([Cl:23])[CH:17]=3)=[O:14])[CH2:9]2)=[CH:4][CH:3]=1.[CH3:34][C:35](OC(C)=O)=[O:36].CCN(C(C)C)C(C)C. Product: [Cl:23][C:18]1[CH:17]=[C:16]([NH:15][C:13](=[O:14])[N:12]([CH:8]2[CH2:9][C:10]3[CH:11]=[C:2]([NH:1][C:35](=[O:36])[CH3:34])[CH:3]=[CH:4][C:5]=3[CH2:6][CH2:7]2)[CH2:24][CH2:25][CH2:26][N:27]2[CH2:28][CH2:29][N:30]([CH3:33])[CH2:31][CH2:32]2)[CH:21]=[CH:20][C:19]=1[F:22]. The catalyst class is: 2. (4) Reactant: [NH2:1][C:2]1[CH:3]=[C:4]([CH:28]=[CH:29][CH:30]=1)[O:5][C:6]1[C:7]2[CH:27]=[CH:26][NH:25][C:8]=2[N:9]=[C:10]([NH:12][C:13]2[CH:18]=[CH:17][C:16]([O:19][CH2:20][CH2:21][O:22][CH3:23])=[C:15]([F:24])[CH:14]=2)[N:11]=1.CCN(C(C)C)C(C)C.[C:40](Cl)(=[O:43])[CH:41]=[CH2:42].[OH-].[Na+]. Product: [F:24][C:15]1[CH:14]=[C:13]([NH:12][C:10]2[N:11]=[C:6]([O:5][C:4]3[CH:3]=[C:2]([NH:1][C:40](=[O:43])[CH:41]=[CH2:42])[CH:30]=[CH:29][CH:28]=3)[C:7]3[CH:27]=[CH:26][NH:25][C:8]=3[N:9]=2)[CH:18]=[CH:17][C:16]=1[O:19][CH2:20][CH2:21][O:22][CH3:23]. The catalyst class is: 20. (5) Reactant: C[O:2][C:3](=[O:22])[CH:4]([NH:9][C:10](=[O:21])[CH2:11][CH2:12][C:13]1[CH:18]=[CH:17][C:16]([OH:19])=[C:15]([OH:20])[CH:14]=1)[CH2:5][CH:6]([CH3:8])[CH3:7].[OH-].[Li+].Cl. Product: [OH:20][C:15]1[CH:14]=[C:13]([CH2:12][CH2:11][C:10]([NH:9][CH:4]([CH2:5][CH:6]([CH3:8])[CH3:7])[C:3]([OH:22])=[O:2])=[O:21])[CH:18]=[CH:17][C:16]=1[OH:19]. The catalyst class is: 7. (6) Reactant: [S:1]([CH2:11][CH2:12][O:13][C:14](=[O:18])[C:15]([CH3:17])=[CH2:16])([C:4]1[CH:10]=[CH:9][C:7]([CH3:8])=[CH:6][CH:5]=1)(=[O:3])=[O:2].[OH:19][CH2:20][CH2:21][CH2:22][O:23][C:24](=[O:27])[CH:25]=[CH2:26].[CH3:28][O:29][C:30](=[O:34])[C:31]([CH3:33])=[CH2:32].CC(N=NC(C#N)(C)C)(C#N)C. Product: [S:1]([CH2:11][CH2:12][O:13][C:14](=[O:18])[C:15]([CH3:17])=[CH2:16])([C:4]1[CH:5]=[CH:6][C:7]([CH3:8])=[CH:9][CH:10]=1)(=[O:3])=[O:2].[OH:19][CH2:20][CH2:21][CH2:22][O:23][C:24](=[O:27])[CH:25]=[CH2:26].[CH3:28][O:29][C:30](=[O:34])[C:31]([CH3:33])=[CH2:32]. The catalyst class is: 7. (7) Reactant: [CH2:1]([O:8][C:9](=[O:25])[CH2:10][CH2:11][CH2:12][C:13]1[CH:17]=[CH:16][N:15]([C:18]([O:20][C:21]([CH3:24])([CH3:23])[CH3:22])=[O:19])[N:14]=1)[C:2]1[CH:7]=[CH:6][CH:5]=[CH:4][CH:3]=1.C[Si]([N-][Si](C)(C)C)(C)C.[Na+].Cl[Si](C)(C)C.[Br:41]N1C(=O)CCC1=O. Product: [CH2:1]([O:8][C:9](=[O:25])[CH:10]([Br:41])[CH2:11][CH2:12][C:13]1[CH:17]=[CH:16][N:15]([C:18]([O:20][C:21]([CH3:22])([CH3:24])[CH3:23])=[O:19])[N:14]=1)[C:2]1[CH:7]=[CH:6][CH:5]=[CH:4][CH:3]=1. The catalyst class is: 1. (8) Reactant: N1P(Cl)(Cl)=NP(Cl)(Cl)=NP=1(Cl)Cl.CS(C)=O.[Cl:17][C:18]1[CH:23]=[CH:22][C:21]([N:24]2[C:32]([CH:33]([CH:36]3[CH2:41][CH2:40][CH2:39][CH2:38][CH2:37]3)[CH2:34][OH:35])=[C:31]3[C:26]([CH2:27][CH2:28][CH2:29][CH2:30]3)=[N:25]2)=[CH:20][CH:19]=1.C(N(CC)CC)C. Product: [Cl:17][C:18]1[CH:23]=[CH:22][C:21]([N:24]2[C:32]([CH:33]([CH:36]3[CH2:41][CH2:40][CH2:39][CH2:38][CH2:37]3)[CH:34]=[O:35])=[C:31]3[C:26]([CH2:27][CH2:28][CH2:29][CH2:30]3)=[N:25]2)=[CH:20][CH:19]=1. The catalyst class is: 46.